From a dataset of Reaction yield outcomes from USPTO patents with 853,638 reactions. Predict the reaction yield, written as a fraction of the theoretical maximum amount of product (1.0 means a 100% yield; for example, 0.34 means a 34% yield). (1) The reactants are C([N:5]1[C:9]2=[N:10][CH:11]=[C:12]([S:14][C:15]3[CH:20]=[C:19]([F:21])[CH:18]=[C:17]([F:22])[CH:16]=3)[CH:13]=[C:8]2[C:7]([NH:23][C:24]([NH:26][C:27]2[CH:32]=[CH:31][C:30]([N:33]3[CH2:38][CH2:37][N:36]([CH3:39])[CH2:35][CH2:34]3)=[CH:29][CH:28]=2)=[O:25])=[N:6]1)(C)(C)C. The catalyst is FC(F)(F)C(O)=O.C([O-])(O)=O.[Na+]. The product is [F:21][C:19]1[CH:20]=[C:15]([S:14][C:12]2[CH:13]=[C:8]3[C:7]([NH:23][C:24]([NH:26][C:27]4[CH:32]=[CH:31][C:30]([N:33]5[CH2:38][CH2:37][N:36]([CH3:39])[CH2:35][CH2:34]5)=[CH:29][CH:28]=4)=[O:25])=[N:6][NH:5][C:9]3=[N:10][CH:11]=2)[CH:16]=[C:17]([F:22])[CH:18]=1. The yield is 0.820. (2) The reactants are [CH2:1]1[C:10]2[C:5](=[CH:6][CH:7]=[CH:8][CH:9]=2)[CH2:4][CH2:3][N:2]1[CH2:11][CH:12]([OH:36])[CH2:13][NH:14][C:15]([C:17]1[CH:18]=[C:19]([N:23]2[CH2:28][CH2:27][N:26](C(OC(C)(C)C)=O)[CH2:25][CH2:24]2)[CH:20]=[CH:21][CH:22]=1)=[O:16].C(O)(C(F)(F)F)=O. The catalyst is C(Cl)Cl. The product is [CH2:1]1[C:10]2[C:5](=[CH:6][CH:7]=[CH:8][CH:9]=2)[CH2:4][CH2:3][N:2]1[CH2:11][CH:12]([OH:36])[CH2:13][NH:14][C:15](=[O:16])[C:17]1[CH:22]=[CH:21][CH:20]=[C:19]([N:23]2[CH2:24][CH2:25][NH:26][CH2:27][CH2:28]2)[CH:18]=1. The yield is 0.570. (3) The reactants are [Cl:1][C:2]1[CH:7]=[CH:6][C:5]([C:8]2[N:9]=[C:10]([N:18]3[CH:22]=[CH:21][N:20]=[C:19]3[S:23]([CH3:26])(=[O:25])=[O:24])[O:11][C:12]=2[CH2:13][CH2:14][C:15]([OH:17])=O)=[CH:4][CH:3]=1.ON1C2N=CC=CC=2N=N1.C(N=C=NCCCN(C)C)C.[CH3:48][N:49]1[CH2:54][CH2:53][CH:52]([CH2:55][N:56]2[CH2:61][CH2:60][NH:59][CH2:58][CH2:57]2)[CH2:51][CH2:50]1. The catalyst is O.CN(C)C=O. The product is [Cl:1][C:2]1[CH:3]=[CH:4][C:5]([C:8]2[N:9]=[C:10]([N:18]3[CH:22]=[CH:21][N:20]=[C:19]3[S:23]([CH3:26])(=[O:25])=[O:24])[O:11][C:12]=2[CH2:13][CH2:14][C:15]([N:59]2[CH2:58][CH2:57][N:56]([CH2:55][CH:52]3[CH2:53][CH2:54][N:49]([CH3:48])[CH2:50][CH2:51]3)[CH2:61][CH2:60]2)=[O:17])=[CH:6][CH:7]=1. The yield is 0.660. (4) The reactants are C(Cl)CCl.Cl.[O:6]=[C:7]1[NH:16][C:15]2[N:14]=[CH:13][C:12](/[CH:17]=[CH:18]/[C:19]([OH:21])=O)=[CH:11][C:10]=2[CH2:9][CH2:8]1.[CH2:22]([N:24]1[C:32]2[C:27](=[CH:28][CH:29]=[CH:30][CH:31]=2)[C:26]([CH2:33][NH:34][CH3:35])=[CH:25]1)[CH3:23].C1C=CC2N([OH:45])N=NC=2C=1.O.C(N(C(C)C)CC)(C)C. The catalyst is CN(C=O)C. The product is [OH:45][CH2:23][CH2:22][N:24]1[C:32]2[C:27](=[CH:28][CH:29]=[CH:30][CH:31]=2)[C:26]([CH2:33][N:34]([CH3:35])[C:19](=[O:21])/[CH:18]=[CH:17]/[C:12]2[CH:13]=[N:14][C:15]3[NH:16][C:7](=[O:6])[CH2:8][CH2:9][C:10]=3[CH:11]=2)=[CH:25]1. The yield is 0.610. (5) The reactants are O.Br[C:3]1[CH:8]=[CH:7][C:6]([CH2:9][CH2:10][C:11]([CH3:26])([S:22]([CH3:25])(=[O:24])=[O:23])[C:12]([NH:14][O:15][CH:16]2[CH2:21][CH2:20][CH2:19][CH2:18][O:17]2)=[O:13])=[CH:5][CH:4]=1.[N+:27]([C:30]1[CH:35]=[CH:34][C:33](B(O)O)=[CH:32][CH:31]=1)([O-:29])=[O:28].[F-].[Cs+]. The catalyst is O1CCOCC1.C1C=CC([P]([Pd]([P](C2C=CC=CC=2)(C2C=CC=CC=2)C2C=CC=CC=2)([P](C2C=CC=CC=2)(C2C=CC=CC=2)C2C=CC=CC=2)[P](C2C=CC=CC=2)(C2C=CC=CC=2)C2C=CC=CC=2)(C2C=CC=CC=2)C2C=CC=CC=2)=CC=1. The product is [CH3:26][C:11]([S:22]([CH3:25])(=[O:24])=[O:23])([CH2:10][CH2:9][C:6]1[CH:7]=[CH:8][C:3]([C:33]2[CH:34]=[CH:35][C:30]([N+:27]([O-:29])=[O:28])=[CH:31][CH:32]=2)=[CH:4][CH:5]=1)[C:12]([NH:14][O:15][CH:16]1[CH2:21][CH2:20][CH2:19][CH2:18][O:17]1)=[O:13]. The yield is 0.500. (6) The reactants are [O-]S([O-])(=O)=O.[Mg+2].[NH:7]1[CH2:14][CH2:13][CH2:12][C@@H:8]1[C:9]([OH:11])=[O:10].[Cl:15][C:16]([Cl:21])([Cl:20])[CH:17](O)O. The catalyst is C(Cl)(Cl)Cl. The product is [Cl:15][C:16]([Cl:21])([Cl:20])[CH:17]1[N:7]2[CH2:14][CH2:13][CH2:12][C@@H:8]2[C:9](=[O:11])[O:10]1. The yield is 0.400.